Dataset: NCI-60 drug combinations with 297,098 pairs across 59 cell lines. Task: Regression. Given two drug SMILES strings and cell line genomic features, predict the synergy score measuring deviation from expected non-interaction effect. (1) Drug 1: C1=CC(=C2C(=C1NCCNCCO)C(=O)C3=C(C=CC(=C3C2=O)O)O)NCCNCCO. Drug 2: CC(C)(C#N)C1=CC(=CC(=C1)CN2C=NC=N2)C(C)(C)C#N. Cell line: A498. Synergy scores: CSS=31.6, Synergy_ZIP=1.83, Synergy_Bliss=1.40, Synergy_Loewe=-10.2, Synergy_HSA=1.96. (2) Drug 1: C1=NC2=C(N1)C(=S)N=C(N2)N. Drug 2: CC1=CC=C(C=C1)C2=CC(=NN2C3=CC=C(C=C3)S(=O)(=O)N)C(F)(F)F. Cell line: SR. Synergy scores: CSS=50.7, Synergy_ZIP=0.0408, Synergy_Bliss=0.901, Synergy_Loewe=-22.4, Synergy_HSA=2.45. (3) Drug 1: COC1=NC(=NC2=C1N=CN2C3C(C(C(O3)CO)O)O)N. Drug 2: CC(C)(C#N)C1=CC(=CC(=C1)CN2C=NC=N2)C(C)(C)C#N. Cell line: HOP-62. Synergy scores: CSS=54.8, Synergy_ZIP=-0.839, Synergy_Bliss=-3.19, Synergy_Loewe=-3.83, Synergy_HSA=-3.41. (4) Drug 1: C1CCC(CC1)NC(=O)N(CCCl)N=O. Drug 2: CN(CCCl)CCCl.Cl. Cell line: RPMI-8226. Synergy scores: CSS=50.3, Synergy_ZIP=3.53, Synergy_Bliss=8.96, Synergy_Loewe=-13.0, Synergy_HSA=4.83. (5) Drug 1: CC1=CC2C(CCC3(C2CCC3(C(=O)C)OC(=O)C)C)C4(C1=CC(=O)CC4)C. Drug 2: C(=O)(N)NO. Cell line: NCI-H522. Synergy scores: CSS=3.69, Synergy_ZIP=-1.22, Synergy_Bliss=0.650, Synergy_Loewe=0.383, Synergy_HSA=0.454. (6) Drug 1: C1CCC(C1)C(CC#N)N2C=C(C=N2)C3=C4C=CNC4=NC=N3. Drug 2: COC1=CC(=CC(=C1O)OC)C2C3C(COC3=O)C(C4=CC5=C(C=C24)OCO5)OC6C(C(C7C(O6)COC(O7)C8=CC=CS8)O)O. Cell line: A498. Synergy scores: CSS=30.4, Synergy_ZIP=1.18, Synergy_Bliss=2.70, Synergy_Loewe=-18.5, Synergy_HSA=2.64. (7) Drug 2: C1CC(=O)NC(=O)C1N2C(=O)C3=CC=CC=C3C2=O. Synergy scores: CSS=16.5, Synergy_ZIP=-8.50, Synergy_Bliss=0.391, Synergy_Loewe=-29.0, Synergy_HSA=-0.651. Cell line: UO-31. Drug 1: C1C(C(OC1N2C=C(C(=O)NC2=O)F)CO)O.